From a dataset of Full USPTO retrosynthesis dataset with 1.9M reactions from patents (1976-2016). Predict the reactants needed to synthesize the given product. (1) The reactants are: Cl.C(N=C=NCCCN(C)C)C.[CH2:13]([O:15][C:16]([N:18]1[CH2:23][CH2:22][N:21]([C:24]2[CH:29]=[CH:28][C:27]([NH2:30])=[CH:26][CH:25]=2)[CH2:20][CH2:19]1)=[O:17])[CH3:14].[I:31][C:32]1[CH:40]=[CH:39][CH:38]=[CH:37][C:33]=1[C:34](O)=[O:35].O. Given the product [I:31][C:32]1[CH:40]=[CH:39][CH:38]=[CH:37][C:33]=1[C:34]([NH:30][C:27]1[CH:26]=[CH:25][C:24]([N:21]2[CH2:22][CH2:23][N:18]([C:16]([O:15][CH2:13][CH3:14])=[O:17])[CH2:19][CH2:20]2)=[CH:29][CH:28]=1)=[O:35], predict the reactants needed to synthesize it. (2) The reactants are: [C:1]([C:9]1[N:10]([CH2:20][C:21]([O:23]C(C)(C)C)=[O:22])[C:11]([C:14]2[CH:19]=[CH:18][CH:17]=[CH:16][CH:15]=2)=[CH:12][CH:13]=1)(=[O:8])[C:2]1[CH:7]=[CH:6][CH:5]=[CH:4][CH:3]=1. Given the product [C:1]([C:9]1[N:10]([CH2:20][C:21]([OH:23])=[O:22])[C:11]([C:14]2[CH:19]=[CH:18][CH:17]=[CH:16][CH:15]=2)=[CH:12][CH:13]=1)(=[O:8])[C:2]1[CH:7]=[CH:6][CH:5]=[CH:4][CH:3]=1, predict the reactants needed to synthesize it. (3) Given the product [NH2:1][C:2]1[N:7]=[C:6]([NH:26][CH2:19][C:20]2[CH:25]=[CH:24][CH:23]=[CH:22][CH:21]=2)[C:5]([C:11]#[N:12])=[C:4]([C:13]2[CH:18]=[CH:17][CH:16]=[CH:15][N:14]=2)[N:3]=1, predict the reactants needed to synthesize it. The reactants are: [NH2:1][C:2]1[N:7]=[C:6](S(C)=O)[C:5]([C:11]#[N:12])=[C:4]([C:13]2[CH:18]=[CH:17][CH:16]=[CH:15][N:14]=2)[N:3]=1.[CH2:19]([NH2:26])[C:20]1[CH:25]=[CH:24][CH:23]=[CH:22][CH:21]=1. (4) Given the product [N:34]([CH:2]([C:4]1[C:9]([C:10]2[CH:15]=[CH:14][CH:13]=[CH:12][CH:11]=2)=[N:8][N:7]([CH:16]([CH3:18])[CH3:17])[C:6](=[O:19])[CH:5]=1)[CH3:3])=[N+:35]=[N-:36], predict the reactants needed to synthesize it. The reactants are: O[CH:2]([C:4]1[C:9]([C:10]2[CH:15]=[CH:14][CH:13]=[CH:12][CH:11]=2)=[N:8][N:7]([CH:16]([CH3:18])[CH3:17])[C:6](=[O:19])[CH:5]=1)[CH3:3].C1C=CC(P([N:34]=[N+:35]=[N-:36])(C2C=CC=CC=2)=O)=CC=1.C1CCN2C(=NCCC2)CC1. (5) Given the product [CH3:1][O:2][C:3]1[N:8]=[C:7]([N:9]2[CH2:14][CH2:13][CH:12]([NH:15][CH3:16])[CH2:11][CH2:10]2)[CH:6]=[C:5]([CH3:27])[N:4]=1, predict the reactants needed to synthesize it. The reactants are: [CH3:1][O:2][C:3]1[N:8]=[C:7]([N:9]2[CH2:14][CH2:13][CH:12]([N:15](C)[C:16](=O)OCC3C=CC=CC=3)[CH2:11][CH2:10]2)[CH:6]=[C:5]([CH3:27])[N:4]=1. (6) Given the product [S:38]1[CH2:39][CH2:40][N:36]2[N:35]=[C:34]([CH:33]=[O:42])[CH:41]=[C:37]12, predict the reactants needed to synthesize it. The reactants are: P([O-])([O-])([O-])=O.O1CCCC1.C(#N)C.[N+](C1C=CC(COC(C2N3[C@H](SC=2)C([CH:33]([O:42]C(=O)C)[C:34]2[CH:41]=[C:37]4[S:38][CH2:39][CH2:40][N:36]4[N:35]=2)(Br)C3=O)=O)=CC=1)([O-])=O. (7) Given the product [ClH:1].[Cl:1][C:2]1[CH:31]=[C:30]([Cl:32])[CH:29]=[CH:28][C:3]=1[O:4][C:5]1[CH:10]=[CH:9][CH:8]=[CH:7][C:6]=1[NH:11][S:12]([C:15]1[CH:16]=[CH:17][C:18]([C:19]([NH:21][CH2:22][C:23](=[O:24])[NH:43][CH2:42][CH2:41][NH:39][CH3:38])=[O:20])=[CH:26][CH:27]=1)(=[O:14])=[O:13], predict the reactants needed to synthesize it. The reactants are: [Cl:1][C:2]1[CH:31]=[C:30]([Cl:32])[CH:29]=[CH:28][C:3]=1[O:4][C:5]1[CH:10]=[CH:9][CH:8]=[CH:7][C:6]=1[NH:11][S:12]([C:15]1[CH:27]=[CH:26][C:18]([C:19]([NH:21][CH2:22][C:23](O)=[O:24])=[O:20])=[CH:17][CH:16]=1)(=[O:14])=[O:13].C(O[C:38](=O)[N:39]([CH2:41][CH2:42][NH2:43])C)(C)(C)C.CN(C(ON1N=NC2C=CC=CC1=2)=[N+](C)C)C.F[P-](F)(F)(F)(F)F.C(N(CC)CC)C.